From a dataset of Reaction yield outcomes from USPTO patents with 853,638 reactions. Predict the reaction yield, written as a fraction of the theoretical maximum amount of product (1.0 means a 100% yield; for example, 0.34 means a 34% yield). The reactants are [CH3:1][S:2]([C:5]1[CH:10]=[CH:9][CH:8]=[CH:7][C:6]=1[N+:11]([O-])=O)(=[O:4])=[O:3]. The catalyst is C(O)C.[Pd]. The product is [CH3:1][S:2]([C:5]1[CH:10]=[CH:9][CH:8]=[CH:7][C:6]=1[NH2:11])(=[O:3])=[O:4]. The yield is 0.960.